Dataset: Catalyst prediction with 721,799 reactions and 888 catalyst types from USPTO. Task: Predict which catalyst facilitates the given reaction. Reactant: [CH2:1]([O:8][C@H:9]1[C@H:14]([O:15][CH2:16][C:17]2[CH:22]=[CH:21][CH:20]=[CH:19][CH:18]=2)[C@@H:13]([O:23][CH2:24][C:25]2[CH:30]=[CH:29][CH:28]=[CH:27][CH:26]=2)[C@@:12]([C:33]2[CH:38]=[CH:37][C:36]([Cl:39])=[C:35]([CH2:40][C:41]3[CH:46]=[CH:45][C:44]([O:47][C:48]([F:51])([F:50])[F:49])=[CH:43][CH:42]=3)[CH:34]=2)([O:31]C)[O:11][C:10]1([CH2:54]O)[CH2:52][OH:53])[C:2]1[CH:7]=[CH:6][CH:5]=[CH:4][CH:3]=1.FC(F)(F)C(O)=O. Product: [CH2:1]([O:8][C@H:9]1[C@H:14]([O:15][CH2:16][C:17]2[CH:22]=[CH:21][CH:20]=[CH:19][CH:18]=2)[C@@H:13]([O:23][CH2:24][C:25]2[CH:30]=[CH:29][CH:28]=[CH:27][CH:26]=2)[C@:12]2([C:33]3[CH:38]=[CH:37][C:36]([Cl:39])=[C:35]([CH2:40][C:41]4[CH:42]=[CH:43][C:44]([O:47][C:48]([F:50])([F:51])[F:49])=[CH:45][CH:46]=4)[CH:34]=3)[O:11][C@@:10]1([CH2:52][OH:53])[CH2:54][O:31]2)[C:2]1[CH:7]=[CH:6][CH:5]=[CH:4][CH:3]=1. The catalyst class is: 4.